Dataset: Catalyst prediction with 721,799 reactions and 888 catalyst types from USPTO. Task: Predict which catalyst facilitates the given reaction. (1) Reactant: FC1[CH:3]=[C:4](/[CH:12]=[CH:13]/[C:14]([O:16][CH3:17])=[O:15])C=C(C(F)(F)F)C=1.[CH3:18][N:19]1C=C(C=O)[N:21]=[CH:20]1.COC(=O)C=P(C1C=CC=CC=1)(C1C=CC=CC=1)C1C=CC=CC=1. Product: [CH3:18][N:19]1[CH:3]=[C:4](/[CH:12]=[CH:13]/[C:14]([O:16][CH3:17])=[O:15])[N:21]=[CH:20]1. The catalyst class is: 4. (2) The catalyst class is: 306. Product: [F:26][C:27]([F:32])([F:31])[C:28]([OH:30])=[O:29].[NH2:52][C@@H:48]([CH:49]([CH3:51])[CH3:50])[C:47]([N:43]1[CH2:44][CH2:45][CH2:46][C@@H:42]1[C:40]([NH:39][CH:35]([CH:36]([CH3:37])[CH3:38])[C@H:34]([OH:33])[C:54]1[O:55][C:56]([C:59]2[CH:64]=[CH:63][CH:62]=[CH:61][CH:60]=2)=[N:57][N:58]=1)=[O:41])=[O:53]. Reactant: C(OC(=O)NC(C(C)C)[C@H](O)C1OC(C2C=CC=CC=2)=NN=1)(C)(C)C.[F:26][C:27]([F:32])([F:31])[C:28]([OH:30])=[O:29].[OH:33][CH:34]([C:54]1[O:55][C:56]([C:59]2[CH:64]=[CH:63][CH:62]=[CH:61][CH:60]=2)=[N:57][N:58]=1)[CH:35]([NH:39][C:40]([CH:42]1[CH2:46][CH2:45][CH2:44][N:43]1[C:47](=[O:53])[CH:48]([NH2:52])[CH:49]([CH3:51])[CH3:50])=[O:41])[CH:36]([CH3:38])[CH3:37].O.OC1C2N=NNC=2C=CC=1.CCN=C=NCCCN(C)C.Cl.CN1CCOCC1. (3) Reactant: [CH3:1][O:2][C:3](=[O:20])[CH:4]([O:13][C:14]1[CH:19]=[CH:18][CH:17]=[CH:16][CH:15]=1)[CH2:5][C:6]1[CH:11]=[CH:10][C:9]([OH:12])=[CH:8][CH:7]=1.Br[CH2:22][CH2:23][CH2:24][O:25][C:26]1[CH:31]=[CH:30][C:29]([O:32][C:33]2[CH:38]=[CH:37][CH:36]=[CH:35][CH:34]=2)=[CH:28][CH:27]=1.CC(C)([O-])C.[K+]. Product: [CH3:1][O:2][C:3](=[O:20])[CH:4]([O:13][C:14]1[CH:15]=[CH:16][CH:17]=[CH:18][CH:19]=1)[CH2:5][C:6]1[CH:11]=[CH:10][C:9]([O:12][CH2:22][CH2:23][CH2:24][O:25][C:26]2[CH:31]=[CH:30][C:29]([O:32][C:33]3[CH:38]=[CH:37][CH:36]=[CH:35][CH:34]=3)=[CH:28][CH:27]=2)=[CH:8][CH:7]=1. The catalyst class is: 3.